This data is from Catalyst prediction with 721,799 reactions and 888 catalyst types from USPTO. The task is: Predict which catalyst facilitates the given reaction. (1) Reactant: [C:1]([O:5][C:6](=[O:17])[CH2:7][O:8][C:9]1[CH:14]=[CH:13][CH:12]=[C:11]([CH:15]=O)[CH:10]=1)([CH3:4])([CH3:3])[CH3:2].[NH2:18][OH:19].Cl.N1C=CC=CC=1. Product: [C:1]([O:5][C:6](=[O:17])[CH2:7][O:8][C:9]1[CH:14]=[CH:13][CH:12]=[C:11]([CH:15]=[N:18][OH:19])[CH:10]=1)([CH3:4])([CH3:3])[CH3:2]. The catalyst class is: 5. (2) Reactant: [H-].[Na+].[N:3]1[CH:8]=[CH:7][CH:6]=[CH:5][C:4]=1[NH:9][C:10]([C:12]1[C:13]2[CH2:14][C@H:15]3[CH2:28][C@H:16]3[C:17]=2[N:18]([C:20]2[CH:25]=[CH:24][C:23]([F:26])=[CH:22][C:21]=2[F:27])[N:19]=1)=[O:11].I[CH3:30]. Product: [CH3:30][N:9]([C:4]1[CH:5]=[CH:6][CH:7]=[CH:8][N:3]=1)[C:10]([C:12]1[C:13]2[CH2:14][C@H:15]3[CH2:28][C@H:16]3[C:17]=2[N:18]([C:20]2[CH:25]=[CH:24][C:23]([F:26])=[CH:22][C:21]=2[F:27])[N:19]=1)=[O:11]. The catalyst class is: 3. (3) Reactant: [CH3:1][O:2][C:3]1[CH:8]=[CH:7][C:6]([O:9][CH3:10])=[CH:5][C:4]=1[C:11]1([C:16]2[CH:21]=[CH:20][CH:19]=[CH:18][CH:17]=2)[CH2:14][C:13](=[CH2:15])[CH2:12]1. Product: [CH3:1][O:2][C:3]1[CH:8]=[CH:7][C:6]([O:9][CH3:10])=[CH:5][C:4]=1[C:11]1([C:16]2[CH:21]=[CH:20][CH:19]=[CH:18][CH:17]=2)[CH2:14][CH:13]([CH3:15])[CH2:12]1. The catalyst class is: 14. (4) Reactant: [CH3:1][C:2]1[CH:11]=[CH:10][C:5]([C:6]([O:8][CH3:9])=[O:7])=[CH:4][CH:3]=1.[Br:12]N1C(=O)CCC1=O.C(OOC(=O)C1C=CC=CC=1)(=O)C1C=CC=CC=1. Product: [Br:12][CH2:1][C:2]1[CH:11]=[CH:10][C:5]([C:6]([O:8][CH3:9])=[O:7])=[CH:4][CH:3]=1. The catalyst class is: 717. (5) Reactant: [CH3:1][O:2][C:3]1[CH:12]=[C:11]2[C:6]([C:7]([O:13][CH2:14][CH2:15][N:16]3[C:21](=[O:22])[CH:20]=[CH:19][C:18]([C:23]4[CH:24]=[C:25]([CH2:29][NH:30]C(=O)OC(C)(C)C)[CH:26]=[CH:27][CH:28]=4)=[CH:17]3)=[CH:8][CH:9]=[N:10]2)=[CH:5][CH:4]=1. Product: [NH2:30][CH2:29][C:25]1[CH:24]=[C:23]([C:18]2[CH:19]=[CH:20][C:21](=[O:22])[N:16]([CH2:15][CH2:14][O:13][C:7]3[C:6]4[C:11](=[CH:12][C:3]([O:2][CH3:1])=[CH:4][CH:5]=4)[N:10]=[CH:9][CH:8]=3)[CH:17]=2)[CH:28]=[CH:27][CH:26]=1. The catalyst class is: 818.